From a dataset of NCI-60 drug combinations with 297,098 pairs across 59 cell lines. Regression. Given two drug SMILES strings and cell line genomic features, predict the synergy score measuring deviation from expected non-interaction effect. (1) Drug 1: C1=CC(=CC=C1CC(C(=O)O)N)N(CCCl)CCCl.Cl. Drug 2: CCCCCOC(=O)NC1=NC(=O)N(C=C1F)C2C(C(C(O2)C)O)O. Cell line: UO-31. Synergy scores: CSS=6.30, Synergy_ZIP=-3.33, Synergy_Bliss=-3.38, Synergy_Loewe=-2.93, Synergy_HSA=-2.86. (2) Drug 1: CS(=O)(=O)C1=CC(=C(C=C1)C(=O)NC2=CC(=C(C=C2)Cl)C3=CC=CC=N3)Cl. Drug 2: C1C(C(OC1N2C=NC3=C2NC=NCC3O)CO)O. Cell line: NCI-H226. Synergy scores: CSS=11.0, Synergy_ZIP=-2.96, Synergy_Bliss=3.14, Synergy_Loewe=1.70, Synergy_HSA=3.36. (3) Drug 1: CN(CC1=CN=C2C(=N1)C(=NC(=N2)N)N)C3=CC=C(C=C3)C(=O)NC(CCC(=O)O)C(=O)O. Drug 2: CN(CCCl)CCCl.Cl. Cell line: RXF 393. Synergy scores: CSS=12.2, Synergy_ZIP=-5.23, Synergy_Bliss=-4.34, Synergy_Loewe=-14.7, Synergy_HSA=-3.88. (4) Drug 1: C1=CN(C=N1)CC(O)(P(=O)(O)O)P(=O)(O)O. Drug 2: CC(C)CN1C=NC2=C1C3=CC=CC=C3N=C2N. Cell line: NCI-H460. Synergy scores: CSS=-2.87, Synergy_ZIP=1.31, Synergy_Bliss=0.975, Synergy_Loewe=-2.48, Synergy_HSA=-2.27. (5) Drug 1: C(CN)CNCCSP(=O)(O)O. Drug 2: N.N.Cl[Pt+2]Cl. Cell line: BT-549. Synergy scores: CSS=31.9, Synergy_ZIP=1.44, Synergy_Bliss=0.555, Synergy_Loewe=-14.0, Synergy_HSA=2.57. (6) Drug 1: CC(CN1CC(=O)NC(=O)C1)N2CC(=O)NC(=O)C2. Drug 2: CC1C(C(CC(O1)OC2CC(OC(C2O)C)OC3=CC4=CC5=C(C(=O)C(C(C5)C(C(=O)C(C(C)O)O)OC)OC6CC(C(C(O6)C)O)OC7CC(C(C(O7)C)O)OC8CC(C(C(O8)C)O)(C)O)C(=C4C(=C3C)O)O)O)O. Cell line: HCC-2998. Synergy scores: CSS=18.9, Synergy_ZIP=0.571, Synergy_Bliss=6.44, Synergy_Loewe=4.75, Synergy_HSA=5.52. (7) Drug 1: C(=O)(N)NO. Drug 2: CC1CCC2CC(C(=CC=CC=CC(CC(C(=O)C(C(C(=CC(C(=O)CC(OC(=O)C3CCCCN3C(=O)C(=O)C1(O2)O)C(C)CC4CCC(C(C4)OC)O)C)C)O)OC)C)C)C)OC. Cell line: ACHN. Synergy scores: CSS=12.4, Synergy_ZIP=-5.57, Synergy_Bliss=-6.27, Synergy_Loewe=-5.86, Synergy_HSA=-5.78. (8) Synergy scores: CSS=-3.39, Synergy_ZIP=1.29, Synergy_Bliss=0.818, Synergy_Loewe=-2.19, Synergy_HSA=-3.90. Drug 2: C1CN(P(=O)(OC1)NCCCl)CCCl. Cell line: NCI/ADR-RES. Drug 1: CC1C(C(=O)NC(C(=O)N2CCCC2C(=O)N(CC(=O)N(C(C(=O)O1)C(C)C)C)C)C(C)C)NC(=O)C3=C4C(=C(C=C3)C)OC5=C(C(=O)C(=C(C5=N4)C(=O)NC6C(OC(=O)C(N(C(=O)CN(C(=O)C7CCCN7C(=O)C(NC6=O)C(C)C)C)C)C(C)C)C)N)C. (9) Synergy scores: CSS=37.9, Synergy_ZIP=-1.60, Synergy_Bliss=-4.65, Synergy_Loewe=-15.2, Synergy_HSA=-4.20. Drug 2: CC1=C2C(C(=O)C3(C(CC4C(C3C(C(C2(C)C)(CC1OC(=O)C(C(C5=CC=CC=C5)NC(=O)C6=CC=CC=C6)O)O)OC(=O)C7=CC=CC=C7)(CO4)OC(=O)C)O)C)OC(=O)C. Cell line: COLO 205. Drug 1: C1=CN(C(=O)N=C1N)C2C(C(C(O2)CO)O)O.Cl. (10) Drug 1: C(CCl)NC(=O)N(CCCl)N=O. Drug 2: CC1CCCC2(C(O2)CC(NC(=O)CC(C(C(=O)C(C1O)C)(C)C)O)C(=CC3=CSC(=N3)C)C)C. Cell line: T-47D. Synergy scores: CSS=42.9, Synergy_ZIP=3.14, Synergy_Bliss=0.675, Synergy_Loewe=-11.1, Synergy_HSA=0.968.